Dataset: Full USPTO retrosynthesis dataset with 1.9M reactions from patents (1976-2016). Task: Predict the reactants needed to synthesize the given product. (1) Given the product [Br:1][C:2]1[C:3]2[C:4](=[CH:8][N:9]([CH3:14])[N:10]=2)[N:5]=[CH:6][CH:7]=1, predict the reactants needed to synthesize it. The reactants are: [Br:1][C:2]1[CH:7]=[CH:6][N:5]=[C:4]2[CH:8]=[N:9][NH:10][C:3]=12.[H-].[Na+].I[CH3:14]. (2) Given the product [NH:20]1[C:24]2[CH:25]=[CH:26][CH:27]=[C:28]([C:29]([N:17]3[CH2:18][CH2:19][C:14]4([C:5]5[CH:4]=[N:3][N:2]([CH3:1])[C:6]=5[C:7]5[CH:8]=[CH:9][CH:10]=[CH:11][C:12]=5[O:13]4)[CH2:15][CH2:16]3)=[O:30])[C:23]=2[N:22]=[CH:21]1, predict the reactants needed to synthesize it. The reactants are: [CH3:1][N:2]1[C:6]2[C:7]3[CH:8]=[CH:9][CH:10]=[CH:11][C:12]=3[O:13][C:14]3([CH2:19][CH2:18][NH:17][CH2:16][CH2:15]3)[C:5]=2[CH:4]=[N:3]1.[NH:20]1[C:24]2[CH:25]=[CH:26][CH:27]=[C:28]([C:29](O)=[O:30])[C:23]=2[N:22]=[CH:21]1.C(N(CC)CC)C.CN(C(ON1N=NC2C=CC=NC1=2)=[N+](C)C)C.F[P-](F)(F)(F)(F)F.[OH-].[Na+]. (3) Given the product [Br:1][C:2]1[C:3]([NH:13][CH2:12][CH2:10][OH:11])=[N:4][C:5]([Cl:8])=[N:6][CH:7]=1, predict the reactants needed to synthesize it. The reactants are: [Br:1][C:2]1[C:3](Cl)=[N:4][C:5]([Cl:8])=[N:6][CH:7]=1.[CH2:10]([CH2:12][NH2:13])[OH:11].C(N(CC)CC)C. (4) Given the product [Cl:8][C:5]1[CH:6]=[CH:7][C:2]([NH:1][C:38](=[O:39])[C:37]2[CH:41]=[CH:42][CH:43]=[C:35]([CH2:34][N:32]([CH2:31][CH2:30][N:29]([CH2:44][CH3:45])[CH2:27][CH3:28])[CH3:33])[CH:36]=2)=[C:3]([C:9]2[CH:10]=[C:11]([NH:15][CH2:16][C:17]3[CH:22]=[CH:21][CH:20]=[C:19]([C:23]([F:25])([F:24])[F:26])[CH:18]=3)[N:12]=[CH:13][N:14]=2)[CH:4]=1, predict the reactants needed to synthesize it. The reactants are: [NH2:1][C:2]1[CH:7]=[CH:6][C:5]([Cl:8])=[CH:4][C:3]=1[C:9]1[N:14]=[CH:13][N:12]=[C:11]([NH:15][CH2:16][C:17]2[CH:22]=[CH:21][CH:20]=[C:19]([C:23]([F:26])([F:25])[F:24])[CH:18]=2)[CH:10]=1.[CH2:27]([N:29]([CH2:44][CH3:45])[CH2:30][CH2:31][N:32]([CH2:34][C:35]1[CH:36]=[C:37]([CH:41]=[CH:42][CH:43]=1)[C:38](O)=[O:39])[CH3:33])[CH3:28].CN(C(ON1N=NC2C=CC=NC1=2)=[N+](C)C)C.F[P-](F)(F)(F)(F)F.C(N(CC)C(C)C)(C)C. (5) Given the product [CH3:49][C:47]([Si:44]([CH3:46])([CH3:45])[O:43][CH2:42][CH2:41][CH2:40][C:16]1([C:19]([O:21][CH2:22][CH3:23])=[O:20])[CH2:15][CH2:14][N:13]([C:24]([O:26][C:27]([CH3:29])([CH3:28])[CH3:30])=[O:25])[CH2:18][CH2:17]1)([CH3:48])[CH3:50], predict the reactants needed to synthesize it. The reactants are: C(NC(C)C)(C)C.[Li+].CCC[CH2-].[N:13]1([C:24]([O:26][C:27]([CH3:30])([CH3:29])[CH3:28])=[O:25])[CH2:18][CH2:17][CH:16]([C:19]([O:21][CH2:22][CH3:23])=[O:20])[CH2:15][CH2:14]1.[Li+].CC([N-]C(C)C)C.Br[CH2:40][CH2:41][CH2:42][O:43][Si:44]([C:47]([CH3:50])([CH3:49])[CH3:48])([CH3:46])[CH3:45]. (6) Given the product [CH3:2][O:3][CH:4]1[CH2:7][N:6]([C:9]2[CH:10]=[CH:11][C:12]([N+:15]([O-:17])=[O:16])=[N:13][CH:14]=2)[CH2:5]1, predict the reactants needed to synthesize it. The reactants are: Cl.[CH3:2][O:3][CH:4]1[CH2:7][NH:6][CH2:5]1.Br[C:9]1[CH:10]=[CH:11][C:12]([N+:15]([O-:17])=[O:16])=[N:13][CH:14]=1.CC1(C)C2C(=C(P(C3C=CC=CC=3)C3C=CC=CC=3)C=CC=2)OC2C(P(C3C=CC=CC=3)C3C=CC=CC=3)=CC=CC1=2.C([O-])([O-])=O.[Cs+].[Cs+].